This data is from Reaction yield outcomes from USPTO patents with 853,638 reactions. The task is: Predict the reaction yield, written as a fraction of the theoretical maximum amount of product (1.0 means a 100% yield; for example, 0.34 means a 34% yield). (1) The reactants are C(Cl)(=O)C(Cl)=O.CS(C)=O.[Br:11][C:12]1[C:20]2[C:15](=[CH:16][N:17]=[C:18]([CH2:21][OH:22])[CH:19]=2)[O:14][CH:13]=1.CCN(CC)CC. The catalyst is C1COCC1.C(Cl)Cl. The product is [Br:11][C:12]1[C:20]2[C:15](=[CH:16][N:17]=[C:18]([CH:21]=[O:22])[CH:19]=2)[O:14][CH:13]=1. The yield is 0.990. (2) The reactants are [Cl:1][C:2]1[C:7]([NH:8][CH2:9][C:10]2[CH:15]=[C:14]([C:16]3[CH:21]=[CH:20][CH:19]=[C:18]([F:22])[CH:17]=3)[CH:13]=[CH:12][C:11]=2[F:23])=[C:6]([F:24])[CH:5]=[CH:4][C:3]=1[OH:25].C([O-])([O-])=O.[Cs+].[Cs+].Br[CH2:33][C:34]([O:36][CH2:37][CH3:38])=[O:35].O. The catalyst is CC(C)=O. The product is [Cl:1][C:2]1[C:7]([NH:8][CH2:9][C:10]2[CH:15]=[C:14]([C:16]3[CH:21]=[CH:20][CH:19]=[C:18]([F:22])[CH:17]=3)[CH:13]=[CH:12][C:11]=2[F:23])=[C:6]([F:24])[CH:5]=[CH:4][C:3]=1[O:25][CH2:33][C:34]([O:36][CH2:37][CH3:38])=[O:35]. The yield is 0.870.